From a dataset of Full USPTO retrosynthesis dataset with 1.9M reactions from patents (1976-2016). Predict the reactants needed to synthesize the given product. (1) Given the product [F:19][C:20]1[C:28]([N+:29]([O-:31])=[O:30])=[CH:27][CH:26]=[C:25]([F:32])[C:21]=1[C:22]([C:10]1[C:4]2[C:5](=[N:6][CH:7]=[C:2]([CH3:1])[CH:3]=2)[NH:8][CH:9]=1)=[O:23], predict the reactants needed to synthesize it. The reactants are: [CH3:1][C:2]1[CH:3]=[C:4]2[CH:10]=[CH:9][NH:8][C:5]2=[N:6][CH:7]=1.[Cl-].[Cl-].[Cl-].[Al+3].[N+](C)([O-])=O.[F:19][C:20]1[C:28]([N+:29]([O-:31])=[O:30])=[CH:27][CH:26]=[C:25]([F:32])[C:21]=1[C:22](Cl)=[O:23]. (2) Given the product [CH3:12][C:13]([CH3:18])=[CH:14][C:15]1[CH:16]([N:6]2[CH2:11][CH2:10][O:9][CH2:8][CH2:7]2)[O:5][C:1](=[O:4])[CH:2]=1, predict the reactants needed to synthesize it. The reactants are: [C:1]([OH:5])(=[O:4])[CH:2]=O.[NH:6]1[CH2:11][CH2:10][O:9][CH2:8][CH2:7]1.[CH3:12][CH:13]([CH3:18])[CH:14]=[CH:15][CH:16]=O.